Dataset: Reaction yield outcomes from USPTO patents with 853,638 reactions. Task: Predict the reaction yield, written as a fraction of the theoretical maximum amount of product (1.0 means a 100% yield; for example, 0.34 means a 34% yield). (1) The yield is 0.510. The catalyst is C1COCC1. The product is [CH3:23][O:24][C:25]1[CH:26]=[C:27]([CH:31]=[CH:32][CH:33]=1)[C:28]([NH:22][C:9]1[CH:10]=[CH:11][C:12]([O:13][CH2:14][CH2:15][N:16]2[CH2:21][CH2:20][O:19][CH2:18][CH2:17]2)=[C:7]([C:6]2[N:2]([CH3:1])[N:3]=[CH:4][CH:5]=2)[CH:8]=1)=[O:29]. The reactants are [CH3:1][N:2]1[C:6]([C:7]2[CH:8]=[C:9]([NH2:22])[CH:10]=[CH:11][C:12]=2[O:13][CH2:14][CH2:15][N:16]2[CH2:21][CH2:20][O:19][CH2:18][CH2:17]2)=[CH:5][CH:4]=[N:3]1.[CH3:23][O:24][C:25]1[CH:26]=[C:27]([CH:31]=[CH:32][CH:33]=1)[C:28](Cl)=[O:29].C(N(CC)CC)C. (2) The reactants are Cl.[F:2][C:3]1[CH:8]=[C:7]([S:9]([CH3:12])(=[O:11])=[O:10])[CH:6]=[CH:5][C:4]=1[NH:13][C:14]1[C:15]2[O:22][CH:21]=[C:20]([CH:23]3[CH2:28][CH2:27][NH:26][CH2:25][CH2:24]3)[C:16]=2[N:17]=[CH:18][N:19]=1.[F:29][C:30]([F:46])([F:45])[C:31]1[CH:32]=[C:33]([S:41](Cl)(=[O:43])=[O:42])[CH:34]=[C:35]([C:37]([F:40])([F:39])[F:38])[CH:36]=1.O. The catalyst is N1C=CC=CC=1.C(Cl)Cl. The product is [F:40][C:37]([F:38])([F:39])[C:35]1[CH:34]=[C:33]([S:41]([N:26]2[CH2:27][CH2:28][CH:23]([C:20]3[C:16]4[N:17]=[CH:18][N:19]=[C:14]([NH:13][C:4]5[CH:5]=[CH:6][C:7]([S:9]([CH3:12])(=[O:10])=[O:11])=[CH:8][C:3]=5[F:2])[C:15]=4[O:22][CH:21]=3)[CH2:24][CH2:25]2)(=[O:42])=[O:43])[CH:32]=[C:31]([C:30]([F:46])([F:45])[F:29])[CH:36]=1. The yield is 0.410. (3) The reactants are [CH:1]1([N:7]2[C:12]([OH:13])=[C:11]([C:14]([NH:16][CH2:17][C:18]([O:20]CC)=[O:19])=[O:15])[C:10](=[O:23])[NH:9][C:8]2=[O:24])[CH2:6][CH2:5][CH2:4][CH2:3][CH2:2]1.C(=O)([O-])[O-].[K+].[K+].Br[CH2:32][C:33]1[CH:34]=[C:35]2[C:40](=[CH:41][CH:42]=1)[C:39]([CH3:44])([CH3:43])[CH2:38][CH2:37][C:36]2([CH3:46])[CH3:45].Cl. The catalyst is CN(C)C=O. The product is [CH:1]1([N:7]2[C:12]([OH:13])=[C:11]([C:14]([NH:16][CH2:17][C:18]([OH:20])=[O:19])=[O:15])[C:10](=[O:23])[N:9]([CH2:32][C:33]3[CH:42]=[CH:41][C:40]4[C:39]([CH3:44])([CH3:43])[CH2:38][CH2:37][C:36]([CH3:46])([CH3:45])[C:35]=4[CH:34]=3)[C:8]2=[O:24])[CH2:2][CH2:3][CH2:4][CH2:5][CH2:6]1. The yield is 0.350. (4) The reactants are Cl[C:2]1[CH:7]=[C:6]([C:8]#[N:9])[CH:5]=[CH:4][N:3]=1.[C:10]1(OB(O)O)[CH:15]=[CH:14][CH:13]=[CH:12][CH:11]=1.C(=O)([O-])[O-].[K+].[K+].[C:26](OC)(=[O:34])[C:27]1[C:28](=[CH:30][CH:31]=[CH:32][CH:33]=1)[SH:29].C(N(CC)CC)C. The catalyst is C1(C)C(CCO)=CC=CC=1.O.C1(C)C=CC=CC=1.C1C=CC([P]([Pd]([P](C2C=CC=CC=2)(C2C=CC=CC=2)C2C=CC=CC=2)([P](C2C=CC=CC=2)(C2C=CC=CC=2)C2C=CC=CC=2)[P](C2C=CC=CC=2)(C2C=CC=CC=2)C2C=CC=CC=2)(C2C=CC=CC=2)C2C=CC=CC=2)=CC=1.C(OCC)(=O)C.O. The product is [C:10]1([C:2]2[CH:7]=[C:6]([C:8]3[S:29][C:28]4[CH:30]=[CH:31][CH:32]=[CH:33][C:27]=4[C:26](=[O:34])[N:9]=3)[CH:5]=[CH:4][N:3]=2)[CH:15]=[CH:14][CH:13]=[CH:12][CH:11]=1. The yield is 0.270. (5) The reactants are [F:1][C:2]1[CH:7]=[CH:6][C:5]([C:8]2[O:9][C:10]3[CH:20]=[C:19]([N:21]([CH3:26])[S:22]([CH3:25])(=[O:24])=[O:23])[C:18]([C:27]4[CH:28]=[N:29][CH:30]=[C:31]([CH:36]=4)[C:32]([O:34][CH3:35])=[O:33])=[CH:17][C:11]=3[C:12]=2[C:13](=[O:16])[NH:14][CH3:15])=[CH:4][CH:3]=1.CC(O)=O.OCC1(OC[C@@H](O)[C@@H](O)[C@H]1O)O. The catalyst is CO.O=[Pt]=O. The product is [F:1][C:2]1[CH:7]=[CH:6][C:5]([C:8]2[O:9][C:10]3[CH:20]=[C:19]([N:21]([CH3:26])[S:22]([CH3:25])(=[O:23])=[O:24])[C:18]([CH:27]4[CH2:28][NH:29][CH2:30][CH:31]([C:32]([O:34][CH3:35])=[O:33])[CH2:36]4)=[CH:17][C:11]=3[C:12]=2[C:13](=[O:16])[NH:14][CH3:15])=[CH:4][CH:3]=1. The yield is 0.910. (6) The reactants are Cl.N1CCC[C@@H](C2N3C4C=CNC=4N=CC3=CN=2)C1.C1N=CN([C:25]([N:27]2[CH:31]=N[CH:29]=[CH:28]2)=[O:26])C=1.Cl.[F:33][C:34]1([F:40])CCNC[CH2:35]1. The catalyst is N1C=CC=CC=1. The product is [F:33][C:34]1([F:40])[CH2:29][CH2:28][N:27]([CH:25]=[O:26])[CH2:31][CH2:35]1. The yield is 0.490.